Dataset: Forward reaction prediction with 1.9M reactions from USPTO patents (1976-2016). Task: Predict the product of the given reaction. (1) Given the reactants [H-].[Na+].[Cl:3][C:4]1[C:12]2[C:7](=[CH:8][CH:9]=[C:10]3[O:17][CH2:16][CH2:15][N:14]=[C:13]([CH3:18])[C:11]3=2)[NH:6][CH:5]=1.[C:19]1([S:25](Cl)(=[O:27])=[O:26])[CH:24]=[CH:23][CH:22]=[CH:21][CH:20]=1.O, predict the reaction product. The product is: [Cl:3][C:4]1[C:12]2[C:7](=[CH:8][CH:9]=[C:10]3[O:17][CH2:16][CH2:15][N:14]=[C:13]([CH3:18])[C:11]3=2)[N:6]([S:25]([C:19]2[CH:24]=[CH:23][CH:22]=[CH:21][CH:20]=2)(=[O:27])=[O:26])[CH:5]=1. (2) Given the reactants [CH3:1][O:2][C:3]1[CH:4]=[C:5]([CH:7]=[CH:8][C:9]=1[C:10]1[O:14][CH:13]=[N:12][CH:11]=1)[NH2:6].[Cl:15][C:16]1[S:20][CH:19]=[C:18]([CH:21]=O)[CH:17]=1, predict the reaction product. The product is: [Cl:15][C:16]1[S:20][CH:19]=[C:18]([CH2:21][NH:6][C:5]2[CH:7]=[CH:8][C:9]([C:10]3[O:14][CH:13]=[N:12][CH:11]=3)=[C:3]([O:2][CH3:1])[CH:4]=2)[CH:17]=1. (3) Given the reactants [Br:1][C:2]1[CH:7]=[CH:6][C:5]([C:8]#[CH:9])=[CH:4][CH:3]=1.[Li+].C[Si]([N-][Si](C)(C)C)(C)C.[Cl:20][C:21]1[CH:22]=[C:23]([CH:30]=[C:31]([Cl:33])[CH:32]=1)[C:24](N(OC)C)=[O:25], predict the reaction product. The product is: [Br:1][C:2]1[CH:7]=[CH:6][C:5]([C:8]#[C:9][C:24]([C:23]2[CH:22]=[C:21]([Cl:20])[CH:32]=[C:31]([Cl:33])[CH:30]=2)=[O:25])=[CH:4][CH:3]=1. (4) Given the reactants Cl[C:2]1[CH:7]=[C:6]([O:8][C:9]2[C:18]3[C:13](=[CH:14][CH:15]=[CH:16][CH:17]=3)[C:12]([NH:19][C:20](=[O:26])[O:21][C:22]([CH3:25])([CH3:24])[CH3:23])=[CH:11][CH:10]=2)[CH:5]=[CH:4][N:3]=1.[NH2:27][C:28]1[CH:29]=[C:30]([CH:42]=[C:43]([C:45]#[C:46][Si:47]([CH:54]([CH3:56])[CH3:55])([CH:51]([CH3:53])[CH3:52])[CH:48]([CH3:50])[CH3:49])[CH:44]=1)[C:31]([NH:33][CH2:34][CH2:35][N:36]1[CH2:41][CH2:40][O:39][CH2:38][CH2:37]1)=[O:32].C1C=CC(P(C2C(C3C(P(C4C=CC=CC=4)C4C=CC=CC=4)=CC=C4C=3C=CC=C4)=C3C(C=CC=C3)=CC=2)C2C=CC=CC=2)=CC=1.C([O-])([O-])=O.[Cs+].[Cs+], predict the reaction product. The product is: [O:39]1[CH2:38][CH2:37][N:36]([CH2:35][CH2:34][NH:33][C:31]([C:30]2[CH:29]=[C:28]([NH:27][C:2]3[CH:7]=[C:6]([O:8][C:9]4[C:18]5[C:13](=[CH:14][CH:15]=[CH:16][CH:17]=5)[C:12]([NH:19][C:20](=[O:26])[O:21][C:22]([CH3:24])([CH3:23])[CH3:25])=[CH:11][CH:10]=4)[CH:5]=[CH:4][N:3]=3)[CH:44]=[C:43]([C:45]#[C:46][Si:47]([CH:48]([CH3:50])[CH3:49])([CH:51]([CH3:53])[CH3:52])[CH:54]([CH3:55])[CH3:56])[CH:42]=2)=[O:32])[CH2:41][CH2:40]1. (5) Given the reactants [NH2:1][C:2]1[C:3]2[N:4]([C:8]([C@@H:26]3[CH2:30][CH2:29][CH2:28][NH:27]3)=[N:9][C:10]=2[C:11]2[CH:25]=[CH:24][C:14]([C:15]([NH:17][C:18]3[CH:23]=[CH:22][CH:21]=[CH:20][N:19]=3)=[O:16])=[CH:13][CH:12]=2)[CH:5]=[CH:6][N:7]=1.[Cl:31][C:32]1[N:37]=[C:36]([C:38](O)=[O:39])[CH:35]=[CH:34][N:33]=1, predict the reaction product. The product is: [NH2:1][C:2]1[C:3]2[N:4]([C:8]([C@@H:26]3[CH2:30][CH2:29][CH2:28][N:27]3[C:38]([C:36]3[CH:35]=[CH:34][N:33]=[C:32]([Cl:31])[N:37]=3)=[O:39])=[N:9][C:10]=2[C:11]2[CH:25]=[CH:24][C:14]([C:15]([NH:17][C:18]3[CH:23]=[CH:22][CH:21]=[CH:20][N:19]=3)=[O:16])=[CH:13][CH:12]=2)[CH:5]=[CH:6][N:7]=1. (6) Given the reactants [CH2:1]([NH:8][CH2:9][C:10]1[CH:15]=[CH:14][CH:13]=[C:12]([I:16])[CH:11]=1)[C:2]1[CH:7]=[CH:6][CH:5]=[CH:4][CH:3]=1.[C:17](O[C:17]([O:19][C:20]([CH3:23])([CH3:22])[CH3:21])=[O:18])([O:19][C:20]([CH3:23])([CH3:22])[CH3:21])=[O:18], predict the reaction product. The product is: [C:20]([O:19][C:17](=[O:18])[N:8]([CH2:1][C:2]1[CH:3]=[CH:4][CH:5]=[CH:6][CH:7]=1)[CH2:9][C:10]1[CH:15]=[CH:14][CH:13]=[C:12]([I:16])[CH:11]=1)([CH3:23])([CH3:22])[CH3:21]. (7) Given the reactants Cl.[CH3:2][O:3][CH2:4][NH:5][CH2:6][CH2:7][C:8]([C:10]1[S:11][CH:12]=[CH:13][CH:14]=1)=[O:9].[OH-].[Na+].[BH4-].[Na+], predict the reaction product. The product is: [CH3:2][O:3][CH2:4][NH:5][CH2:6][CH2:7][CH:8]([C:10]1[S:11][CH:12]=[CH:13][CH:14]=1)[OH:9].